From a dataset of Forward reaction prediction with 1.9M reactions from USPTO patents (1976-2016). Predict the product of the given reaction. (1) The product is: [F:1][C:2]([F:26])([F:25])[CH2:3][NH:4][C:5]([C:7]1([CH2:20][CH2:21][CH2:22][CH2:23][N:39]2[CH:40]([CH3:42])[CH2:41][N:36]([C:34](=[O:35])[CH2:33][C:27]3[CH:32]=[CH:31][CH:30]=[CH:29][CH:28]=3)[CH2:37][CH:38]2[CH3:43])[C:19]2[CH:18]=[CH:17][CH:16]=[CH:15][C:14]=2[C:13]2[C:8]1=[CH:9][CH:10]=[CH:11][CH:12]=2)=[O:6]. Given the reactants [F:1][C:2]([F:26])([F:25])[CH2:3][NH:4][C:5]([C:7]1([CH2:20][CH2:21][CH2:22][CH2:23]Br)[C:19]2[CH:18]=[CH:17][CH:16]=[CH:15][C:14]=2[C:13]2[C:8]1=[CH:9][CH:10]=[CH:11][CH:12]=2)=[O:6].[C:27]1([CH2:33][C:34]([N:36]2[CH2:41][CH:40]([CH3:42])[NH:39][CH:38]([CH3:43])[CH2:37]2)=[O:35])[CH:32]=[CH:31][CH:30]=[CH:29][CH:28]=1, predict the reaction product. (2) Given the reactants [NH2:1][C:2]1[CH:3]=[C:4]2[C:8](=[CH:9][CH:10]=1)[N:7]([C:11]1[CH:19]=[CH:18][C:14]([C:15]([OH:17])=O)=[CH:13][CH:12]=1)[CH:6]=[CH:5]2.[CH:20]1([NH2:23])[CH2:22][CH2:21]1.[OH:24][CH2:25][CH2:26][N:27]([C:29]1[CH:37]=[CH:36][C:32]([C:33](O)=[O:34])=[CH:31][CH:30]=1)[CH3:28], predict the reaction product. The product is: [CH:20]1([NH:23][C:15](=[O:17])[C:14]2[CH:18]=[CH:19][C:11]([N:7]3[C:8]4[C:4](=[CH:3][C:2]([NH:1][C:33](=[O:34])[C:32]5[CH:31]=[CH:30][C:29]([N:27]([CH2:26][CH2:25][OH:24])[CH3:28])=[CH:37][CH:36]=5)=[CH:10][CH:9]=4)[CH:5]=[CH:6]3)=[CH:12][CH:13]=2)[CH2:22][CH2:21]1. (3) Given the reactants Cl[C:2]1[C:3](=[O:21])[N:4]([CH2:14][C:15]2[CH:16]=[N:17][CH:18]=[CH:19][CH:20]=2)[C:5](=[O:13])[C:6]=1[C:7]1[CH:12]=[CH:11][CH:10]=[CH:9][CH:8]=1.[CH3:22][O:23][C:24]1[CH:30]=[CH:29][C:27]([NH2:28])=[CH:26][CH:25]=1, predict the reaction product. The product is: [CH3:22][O:23][C:24]1[CH:30]=[CH:29][C:27]([NH:28][C:2]2[C:3](=[O:21])[N:4]([CH2:14][C:15]3[CH:16]=[N:17][CH:18]=[CH:19][CH:20]=3)[C:5](=[O:13])[C:6]=2[C:7]2[CH:12]=[CH:11][CH:10]=[CH:9][CH:8]=2)=[CH:26][CH:25]=1. (4) Given the reactants [C:1]([NH:5][CH2:6][C:7]1[CH:16]=[CH:15][C:14]2[C:9](=[CH:10][CH:11]=[CH:12][CH:13]=2)[C:8]=1[C:17]1[N:22]=[C:21]([CH:23]=[N:24][C:25]2[C:30]([CH3:31])=[CH:29][C:28]([CH3:32])=[CH:27][C:26]=2[CH3:33])[CH:20]=[CH:19][CH:18]=1)([CH3:4])([CH3:3])[CH3:2].[BH3-]C#N.[Na+].O, predict the reaction product. The product is: [C:1]([NH:5][CH2:6][C:7]1[CH:16]=[CH:15][C:14]2[C:9](=[CH:10][CH:11]=[CH:12][CH:13]=2)[C:8]=1[C:17]1[N:22]=[C:21]([CH2:23][NH:24][C:25]2[C:30]([CH3:31])=[CH:29][C:28]([CH3:32])=[CH:27][C:26]=2[CH3:33])[CH:20]=[CH:19][CH:18]=1)([CH3:4])([CH3:3])[CH3:2]. (5) Given the reactants [CH2:1]([O:5][C:6]([C:8]1[C:9]([OH:19])=[C:10]2[C:17]([CH3:18])=[N:16][S:15][C:11]2=[C:12](Br)[N:13]=1)=[O:7])[CH2:2][CH2:3][CH3:4].C([Sn](CCCC)(CCCC)[C:25]1[CH:30]=[N:29][CH:28]=[CH:27][N:26]=1)CCC, predict the reaction product. The product is: [CH2:1]([O:5][C:6]([C:8]1[C:9]([OH:19])=[C:10]2[C:17]([CH3:18])=[N:16][S:15][C:11]2=[C:12]([C:25]2[CH:30]=[N:29][CH:28]=[CH:27][N:26]=2)[N:13]=1)=[O:7])[CH2:2][CH2:3][CH3:4].